Dataset: Reaction yield outcomes from USPTO patents with 853,638 reactions. Task: Predict the reaction yield, written as a fraction of the theoretical maximum amount of product (1.0 means a 100% yield; for example, 0.34 means a 34% yield). (1) The reactants are Cl[C:2]1[N:7]=[CH:6][C:5]2[N:8]=[C:9]([CH2:17][O:18][CH:19]3[CH2:24][CH2:23][CH2:22][CH2:21][O:20]3)[N:10]([C@H:11]([CH3:16])[C:12]([F:15])([F:14])[F:13])[C:4]=2[CH:3]=1.[CH:25]1([S:28]([N:31]2[CH:35]=[C:34]([C:36]3[N:41]=[C:40]([NH2:42])[CH:39]=[CH:38][N:37]=3)[CH:33]=[N:32]2)(=[O:30])=[O:29])[CH2:27][CH2:26]1.C1(P(C2CCCCC2)C2C=CC=CC=2C2C(C(C)C)=CC(C(C)C)=CC=2C(C)C)CCCCC1.C(=O)([O-])[O-].[Cs+].[Cs+]. The catalyst is O1CCOCC1.C1C=CC(/C=C/C(/C=C/C2C=CC=CC=2)=O)=CC=1.C1C=CC(/C=C/C(/C=C/C2C=CC=CC=2)=O)=CC=1.C1C=CC(/C=C/C(/C=C/C2C=CC=CC=2)=O)=CC=1.[Pd].[Pd]. The product is [CH:25]1([S:28]([N:31]2[CH:35]=[C:34]([C:36]3[N:41]=[C:40]([NH:42][C:2]4[N:7]=[CH:6][C:5]5[N:8]=[C:9]([CH2:17][O:18][CH:19]6[CH2:24][CH2:23][CH2:22][CH2:21][O:20]6)[N:10]([C@H:11]([CH3:16])[C:12]([F:15])([F:14])[F:13])[C:4]=5[CH:3]=4)[CH:39]=[CH:38][N:37]=3)[CH:33]=[N:32]2)(=[O:29])=[O:30])[CH2:27][CH2:26]1. The yield is 0.400. (2) The reactants are [S:1]1[CH:5]=[CH:4][CH:3]=[C:2]1B(O)O.Br[C:10]1[CH:15]=[CH:14][C:13]([NH:16][C:17](=[O:23])[O:18][C:19]([CH3:22])([CH3:21])[CH3:20])=[C:12]([N+:24]([O-:26])=[O:25])[CH:11]=1.C1(C)C=CC=CC=1P(C1C=CC=CC=1C)C1C=CC=CC=1C.C(=O)([O-])[O-].[K+].[K+]. The catalyst is COCCOC.O.CCOC(C)=O.C1C=CC([P]([Pd]([P](C2C=CC=CC=2)(C2C=CC=CC=2)C2C=CC=CC=2)([P](C2C=CC=CC=2)(C2C=CC=CC=2)C2C=CC=CC=2)[P](C2C=CC=CC=2)(C2C=CC=CC=2)C2C=CC=CC=2)(C2C=CC=CC=2)C2C=CC=CC=2)=CC=1. The product is [N+:24]([C:12]1[CH:11]=[C:10]([C:2]2[S:1][CH:5]=[CH:4][CH:3]=2)[CH:15]=[CH:14][C:13]=1[NH:16][C:17](=[O:23])[O:18][C:19]([CH3:21])([CH3:20])[CH3:22])([O-:26])=[O:25]. The yield is 0.900. (3) The reactants are [CH2:1]([N:3]([CH2:25][CH3:26])[CH2:4][C:5]#[C:6][C:7]1[S:15][C:14]2[C:9](=[N:10][CH:11]=[CH:12][C:13]=2[O:16][C:17]2[CH:22]=[CH:21][C:20]([NH2:23])=[CH:19][C:18]=2[F:24])[CH:8]=1)[CH3:2].C1(C)C=CC=CC=1.C(O)C.Cl.[C:38]1([CH2:44][C:45]([N:47]=[C:48]=[S:49])=[O:46])[CH:43]=[CH:42][CH:41]=[CH:40][CH:39]=1. The catalyst is O1CCOCC1.C1(C)C=CC=CC=1. The product is [CH2:25]([N:3]([CH2:1][CH3:2])[CH2:4][C:5]#[C:6][C:7]1[S:15][C:14]2[C:9](=[N:10][CH:11]=[CH:12][C:13]=2[O:16][C:17]2[CH:22]=[CH:21][C:20]([NH:23][C:48]([NH:47][C:45](=[O:46])[CH2:44][C:38]3[CH:39]=[CH:40][CH:41]=[CH:42][CH:43]=3)=[S:49])=[CH:19][C:18]=2[F:24])[CH:8]=1)[CH3:26]. The yield is 0.310. (4) The reactants are [N+:1]([C:4]1[CH:9]=[CH:8][C:7]([S:10]([NH:13][C:14]2[CH:19]=[CH:18][CH:17]=[CH:16][C:15]=2C)(=[O:12])=[O:11])=[CH:6][CH:5]=1)([O-:3])=[O:2].N[C:22]1C=CC=C(C)C=1. No catalyst specified. The product is [N+:1]([C:4]1[CH:5]=[CH:6][C:7]([S:10]([NH:13][C:14]2[CH:19]=[C:18]([CH3:22])[CH:17]=[CH:16][CH:15]=2)(=[O:11])=[O:12])=[CH:8][CH:9]=1)([O-:3])=[O:2]. The yield is 1.00. (5) The reactants are [NH2:1][C:2]1[N:7]=[C:6]([C:8]2[C:16]3[O:15][CH2:14][CH:13]([C:17]4[CH:22]=[CH:21][C:20]([CH:23]([CH3:25])[CH3:24])=[CH:19][CH:18]=4)[C:12]=3[C:11]([CH3:26])=[C:10]([NH:27][C:28](=[O:34])[CH2:29][C:30]([CH3:33])([CH3:32])[CH3:31])[C:9]=2[CH3:35])[CH:5]=[CH:4][CH:3]=1.C(N(CC)CC)C.[C:43](Cl)(=[O:45])[CH3:44]. The catalyst is C1COCC1.C(=O)(O)[O-].[Na+]. The product is [C:43]([NH:1][C:2]1[N:7]=[C:6]([C:8]2[C:16]3[O:15][CH2:14][CH:13]([C:17]4[CH:22]=[CH:21][C:20]([CH:23]([CH3:24])[CH3:25])=[CH:19][CH:18]=4)[C:12]=3[C:11]([CH3:26])=[C:10]([NH:27][C:28](=[O:34])[CH2:29][C:30]([CH3:33])([CH3:32])[CH3:31])[C:9]=2[CH3:35])[CH:5]=[CH:4][CH:3]=1)(=[O:45])[CH3:44]. The yield is 0.500. (6) The reactants are [NH2:1][CH:2]([C:7]1[CH:8]=[N:9][CH:10]=[C:11]([Br:13])[CH:12]=1)[CH2:3][C:4]([OH:6])=[O:5].S(Cl)(Cl)=O.[CH3:18]O. No catalyst specified. The product is [CH3:18][O:5][C:4](=[O:6])[CH2:3][CH:2]([NH2:1])[C:7]1[CH:8]=[N:9][CH:10]=[C:11]([Br:13])[CH:12]=1. The yield is 0.520.